Dataset: Reaction yield outcomes from USPTO patents with 853,638 reactions. Task: Predict the reaction yield, written as a fraction of the theoretical maximum amount of product (1.0 means a 100% yield; for example, 0.34 means a 34% yield). (1) The reactants are [Br:1][C:2]1[C:3]([C:10]([OH:12])=O)=[N:4][C:5]([S:8][CH3:9])=[N:6][CH:7]=1.C(Cl)(=O)C(Cl)=O.C(N(CC)CC)C.[CH2:26]([N:28]([CH2:39][CH3:40])[C:29]([S:31][C:32]1[CH:33]=[N:34][CH:35]=[CH:36][C:37]=1[NH2:38])=[S:30])[CH3:27]. The yield is 0.510. The catalyst is CN(C)C=O.ClCCl. The product is [CH2:39]([N:28]([CH2:26][CH3:27])[C:29]([S:31][C:32]1[CH:33]=[N:34][CH:35]=[CH:36][C:37]=1[NH:38][C:10]([C:3]1[N:4]=[C:5]([S:8][CH3:9])[N:6]=[CH:7][C:2]=1[Br:1])=[O:12])=[S:30])[CH3:40]. (2) The reactants are [O:1]=[C:2]1[C:6]2([CH2:11][CH2:10][NH:9][CH2:8][CH2:7]2)[N:5]([C:12]2[CH:17]=[CH:16][CH:15]=[CH:14][CH:13]=2)[CH2:4][N:3]1[CH2:18][C:19]1[CH:31]=[CH:30][CH:29]=[CH:28][C:20]=1[C:21]([O:23][C:24]([CH3:27])([CH3:26])[CH3:25])=[O:22].[I-].[Na+].C(=O)([O-])[O-].[K+].[K+].Cl[CH2:41][CH2:42][CH2:43][N:44]1[C:52]2[C:47](=[CH:48][CH:49]=[CH:50][CH:51]=2)[C:46]2([CH2:54][CH2:53]2)[C:45]1=[O:55]. The catalyst is CC(=O)CC. The product is [O:1]=[C:2]1[C:6]2([CH2:7][CH2:8][N:9]([CH2:41][CH2:42][CH2:43][N:44]3[C:52]4[C:47](=[CH:48][CH:49]=[CH:50][CH:51]=4)[C:46]4([CH2:54][CH2:53]4)[C:45]3=[O:55])[CH2:10][CH2:11]2)[N:5]([C:12]2[CH:13]=[CH:14][CH:15]=[CH:16][CH:17]=2)[CH2:4][N:3]1[CH2:18][C:19]1[CH:31]=[CH:30][CH:29]=[CH:28][C:20]=1[C:21]([O:23][C:24]([CH3:27])([CH3:25])[CH3:26])=[O:22]. The yield is 0.620.